Dataset: Reaction yield outcomes from USPTO patents with 853,638 reactions. Task: Predict the reaction yield, written as a fraction of the theoretical maximum amount of product (1.0 means a 100% yield; for example, 0.34 means a 34% yield). (1) The reactants are [C:1]1([C:7]2[CH:12]=[C:11]([NH2:13])[CH:10]=[CH:9][N:8]=2)[CH:6]=[CH:5][CH:4]=[CH:3][CH:2]=1.C([O-])(=O)C.[Na+].[I:19]Cl.S([O-])([O-])(=O)=S.[Na+].[Na+].[OH-].[Na+]. The catalyst is C(O)(=O)C. The product is [I:19][C:10]1[C:11]([NH2:13])=[CH:12][C:7]([C:1]2[CH:2]=[CH:3][CH:4]=[CH:5][CH:6]=2)=[N:8][CH:9]=1. The yield is 0.570. (2) The reactants are [Cl:1][C:2]1[CH:3]=[C:4]([CH:6]=[CH:7][C:8]=1[Cl:9])[NH2:5].[OH-].[Na+].[CH3:12][C:13]([CH3:18])([CH3:17])[C:14](Cl)=[O:15]. The catalyst is CC(OC)(C)C. The product is [Cl:1][C:2]1[CH:3]=[C:4]([NH:5][C:14](=[O:15])[C:13]([CH3:18])([CH3:17])[CH3:12])[CH:6]=[CH:7][C:8]=1[Cl:9]. The yield is 0.860. (3) The reactants are [Li+].[CH3:2]C([N-]C(C)C)C.[C:9]([O:14][CH2:15][CH3:16])(=[O:13])[CH:10]([CH3:12])[CH3:11].[CH2:17](Cl)[C:18]#[C:19][CH2:20]C.O. The catalyst is C1COCC1. The product is [CH3:11][C:10]([CH3:2])([CH2:12][C:17]#[C:18][CH2:19][CH3:20])[C:9]([O:14][CH2:15][CH3:16])=[O:13]. The yield is 0.660. (4) The reactants are [CH2:1]([O:8][C:9]1[CH:10]=[C:11]2[C:16](=[CH:17][CH:18]=1)[C:15](=[O:19])[N:14]([CH2:20][CH:21]([CH3:23])[CH3:22])[C:13]([C:24](O)=[O:25])=[C:12]2[O:27][CH2:28][CH2:29][CH2:30][CH3:31])[C:2]1[CH:7]=[CH:6][CH:5]=[CH:4][CH:3]=1.C(Cl)(=O)C(Cl)=O.[BH4-].[Na+].Cl. The catalyst is O1CCCC1.CN(C)C=O.COCCOC. The product is [CH2:1]([O:8][C:9]1[CH:10]=[C:11]2[C:16](=[CH:17][CH:18]=1)[C:15](=[O:19])[N:14]([CH2:20][CH:21]([CH3:23])[CH3:22])[C:13]([CH2:24][OH:25])=[C:12]2[O:27][CH2:28][CH2:29][CH2:30][CH3:31])[C:2]1[CH:3]=[CH:4][CH:5]=[CH:6][CH:7]=1. The yield is 0.965. (5) The product is [CH2:42]([O:41][C:39](=[O:40])[CH2:38][CH2:37][CH2:36][CH2:35][CH2:34][O:28][CH2:27][CH2:26][O:25][CH2:24][CH2:23][O:22][CH2:21][CH2:20][O:19][CH2:18][CH2:17][O:16][CH2:15][CH2:14][O:13][CH2:12][CH2:11][O:10][CH2:3][C:4]1[CH:5]=[CH:6][CH:7]=[CH:8][CH:9]=1)[CH3:43]. The yield is 0.440. The reactants are [H-].[Na+].[CH2:3]([O:10][CH2:11][CH2:12][O:13][CH2:14][CH2:15][O:16][CH2:17][CH2:18][O:19][CH2:20][CH2:21][O:22][CH2:23][CH2:24][O:25][CH2:26][CH2:27][OH:28])[C:4]1[CH:9]=[CH:8][CH:7]=[CH:6][CH:5]=1.CS(O[CH2:34][CH2:35][CH2:36][CH2:37][CH2:38][C:39]([O:41][CH2:42][CH3:43])=[O:40])(=O)=O. The catalyst is C1(C)C=CC=CC=1. (6) The reactants are [Cl:1][C:2]1[N:3]=[CH:4][C:5]2[S:10][CH:9]=[C:8]([C:11]([OH:13])=O)[C:6]=2[N:7]=1.S(Cl)([Cl:16])=O. No catalyst specified. The product is [Cl:1][C:2]1[N:3]=[CH:4][C:5]2[S:10][CH:9]=[C:8]([C:11]([Cl:16])=[O:13])[C:6]=2[N:7]=1. The yield is 1.00.